This data is from Full USPTO retrosynthesis dataset with 1.9M reactions from patents (1976-2016). The task is: Predict the reactants needed to synthesize the given product. (1) Given the product [CH2:1]([O:8][C:9]([N:11]([CH2:13][C:14]1[CH:15]=[CH:16][C:17]([C:18]([OH:20])=[O:19])=[CH:22][CH:23]=1)[CH3:12])=[O:10])[C:2]1[CH:3]=[CH:4][CH:5]=[CH:6][CH:7]=1, predict the reactants needed to synthesize it. The reactants are: [CH2:1]([O:8][C:9]([N:11]([CH2:13][C:14]1[CH:23]=[CH:22][C:17]([C:18]([O:20]C)=[O:19])=[CH:16][CH:15]=1)[CH3:12])=[O:10])[C:2]1[CH:7]=[CH:6][CH:5]=[CH:4][CH:3]=1.[Li+].[OH-].Cl. (2) Given the product [Cl:1][C:2]1[CH:3]=[CH:4][C:5]2[C:6](=[C:8]3[CH:9]=[C:10]([O:14][CH3:15])[CH:11]=[CH:12][C:13]3=[C:17]([OH:18])[CH:16]=2)[N:7]=1, predict the reactants needed to synthesize it. The reactants are: [Cl:1][C:2]1[N:7]=[C:6]([C:8]2[CH:13]=[CH:12][CH:11]=[C:10]([O:14][CH3:15])[CH:9]=2)[C:5]([CH2:16][C:17](N2C3C=CC=CC=3N=N2)=[O:18])=[CH:4][CH:3]=1.[Cl-].[Cl-].[Cl-].[Al+3].